Dataset: Forward reaction prediction with 1.9M reactions from USPTO patents (1976-2016). Task: Predict the product of the given reaction. Given the reactants [CH3:1][O:2][C:3]1[CH:4]=[C:5]([NH:20][C:21]2[N:26]=[C:25]([O:27][C:28]3[C:37]4[C:32](=[CH:33][CH:34]=[CH:35][CH:36]=4)[C:31]([NH:38][C:39](=O)[O:40]C4C=CC=CC=4)=[CH:30][CH:29]=3)[CH:24]=[CH:23][N:22]=2)[CH:6]=[C:7]([O:9][CH2:10][CH2:11][O:12][CH2:13][CH2:14][O:15][CH2:16][CH2:17][O:18][CH3:19])[CH:8]=1.[C:48]([C:52]1[CH:53]=[C:54]([NH2:62])[C:55]2[O:59][C:58]([CH3:60])=[N:57][C:56]=2[CH:61]=1)([CH3:51])([CH3:50])[CH3:49], predict the reaction product. The product is: [C:48]([C:52]1[CH:53]=[C:54]([NH:62][C:39]([NH:38][C:31]2[C:32]3[C:37](=[CH:36][CH:35]=[CH:34][CH:33]=3)[C:28]([O:27][C:25]3[CH:24]=[CH:23][N:22]=[C:21]([NH:20][C:5]4[CH:6]=[C:7]([O:9][CH2:10][CH2:11][O:12][CH2:13][CH2:14][O:15][CH2:16][CH2:17][O:18][CH3:19])[CH:8]=[C:3]([O:2][CH3:1])[CH:4]=4)[N:26]=3)=[CH:29][CH:30]=2)=[O:40])[C:55]2[O:59][C:58]([CH3:60])=[N:57][C:56]=2[CH:61]=1)([CH3:51])([CH3:49])[CH3:50].